From a dataset of Catalyst prediction with 721,799 reactions and 888 catalyst types from USPTO. Predict which catalyst facilitates the given reaction. (1) Reactant: [CH2:1]([O:8][C:9]([NH:11][C@@H:12]([C@@H:17]1[CH2:22][CH2:21][CH2:20][O:19][CH2:18]1)[C:13]([O:15][CH3:16])=[O:14])=[O:10])C1C=CC=CC=1.C(OC(OC)=O)(OC)=O. Product: [CH3:1][O:8][C:9]([NH:11][C@@H:12]([C@@H:17]1[CH2:22][CH2:21][CH2:20][O:19][CH2:18]1)[C:13]([O:15][CH3:16])=[O:14])=[O:10]. The catalyst class is: 19. (2) Product: [CH3:30][O:29][C:26]1[CH:25]=[CH:24][C:23]([C:22]2[C:15]3[C:14]([NH:13][C:10]4[CH:11]=[CH:12][C:7]([CH2:6][CH2:5][CH2:4][C:3]([OH:37])=[O:2])=[CH:8][CH:9]=4)=[N:19][CH:18]=[N:17][C:16]=3[O:20][C:21]=2[C:31]2[CH:36]=[CH:35][CH:34]=[CH:33][CH:32]=2)=[CH:28][CH:27]=1. The catalyst class is: 1. Reactant: C[O:2][C:3](=[O:37])[CH2:4][CH2:5][CH2:6][C:7]1[CH:12]=[CH:11][C:10]([NH:13][C:14]2[C:15]3[C:22]([C:23]4[CH:28]=[CH:27][C:26]([O:29][CH3:30])=[CH:25][CH:24]=4)=[C:21]([C:31]4[CH:36]=[CH:35][CH:34]=[CH:33][CH:32]=4)[O:20][C:16]=3[N:17]=[CH:18][N:19]=2)=[CH:9][CH:8]=1.[OH-].[Na+]. (3) Reactant: [C:1]1([C:7](=O)[CH2:8][C:9]2[CH:14]=[CH:13][CH:12]=[CH:11][CH:10]=2)[CH:6]=[CH:5][CH:4]=[CH:3][CH:2]=1.[CH:16]([C:18]1[C:19]([OH:26])=[C:20]([CH:23]=[CH:24][CH:25]=1)[C:21]#[N:22])=O.[NH2:27][C:28]([NH2:30])=[O:29]. Product: [OH:26][C:19]1[C:18]([CH:16]2[C:8]([C:9]3[CH:14]=[CH:13][CH:12]=[CH:11][CH:10]=3)=[C:7]([C:1]3[CH:6]=[CH:5][CH:4]=[CH:3][CH:2]=3)[NH:30][C:28](=[O:29])[NH:27]2)=[CH:25][CH:24]=[CH:23][C:20]=1[C:21]#[N:22]. The catalyst class is: 52.